From a dataset of Reaction yield outcomes from USPTO patents with 853,638 reactions. Predict the reaction yield, written as a fraction of the theoretical maximum amount of product (1.0 means a 100% yield; for example, 0.34 means a 34% yield). (1) The reactants are [CH3:1][O:2][C:3]1[CH:11]=[CH:10][C:6]([C:7]([OH:9])=O)=[CH:5][C:4]=1[CH3:12].[C@@H:13]1([NH2:22])[C:21]2[C:16](=[CH:17][CH:18]=[CH:19][CH:20]=2)[CH2:15][CH2:14]1. No catalyst specified. The product is [C@@H:13]1([NH:22][C:7](=[O:9])[C:6]2[CH:10]=[CH:11][C:3]([O:2][CH3:1])=[C:4]([CH3:12])[CH:5]=2)[C:21]2[C:16](=[CH:17][CH:18]=[CH:19][CH:20]=2)[CH2:15][CH2:14]1. The yield is 0.630. (2) The reactants are [CH2:1]([C:8]1[O:12][N:11]=[C:10]([C:13]([O:15]CC)=[O:14])[CH:9]=1)[C:2]1[CH:7]=[CH:6][CH:5]=[CH:4][CH:3]=1.[OH-].[Na+]. The catalyst is CO.O. The product is [CH2:1]([C:8]1[O:12][N:11]=[C:10]([C:13]([OH:15])=[O:14])[CH:9]=1)[C:2]1[CH:7]=[CH:6][CH:5]=[CH:4][CH:3]=1. The yield is 0.590.